Dataset: Full USPTO retrosynthesis dataset with 1.9M reactions from patents (1976-2016). Task: Predict the reactants needed to synthesize the given product. (1) Given the product [CH3:29][N:30]([CH3:40])[C:31]1[N:36]=[CH:35][C:34]([C:2]2[CH:3]=[C:4]([C:14]([NH:16][CH2:17][C:18]3[C:19](=[O:28])[NH:20][C:21]([CH3:27])=[CH:22][C:23]=3[CH2:24][CH2:25][CH3:26])=[O:15])[C:5]3[CH:6]=[N:7][N:8]([CH:11]([CH3:12])[CH3:13])[C:9]=3[CH:10]=2)=[CH:33][CH:32]=1, predict the reactants needed to synthesize it. The reactants are: Br[C:2]1[CH:3]=[C:4]([C:14]([NH:16][CH2:17][C:18]2[C:19](=[O:28])[NH:20][C:21]([CH3:27])=[CH:22][C:23]=2[CH2:24][CH2:25][CH3:26])=[O:15])[C:5]2[CH:6]=[N:7][N:8]([CH:11]([CH3:13])[CH3:12])[C:9]=2[CH:10]=1.[CH3:29][N:30]([CH3:40])[C:31]1[N:36]=[CH:35][C:34](B(O)O)=[CH:33][CH:32]=1. (2) Given the product [CH3:17][C:14]1[CH:15]=[CH:16][C:11]([C:9]2[N:8]([C:18]3[N:23]=[CH:22][CH:21]=[CH:20][N:19]=3)[N:7]=[C:6]([C:4]([OH:5])=[O:3])[CH:10]=2)=[N:12][CH:13]=1, predict the reactants needed to synthesize it. The reactants are: C([O:3][C:4]([C:6]1[CH:10]=[C:9]([C:11]2[CH:16]=[CH:15][C:14]([CH3:17])=[CH:13][N:12]=2)[N:8]([C:18]2[N:23]=[CH:22][CH:21]=[CH:20][N:19]=2)[N:7]=1)=[O:5])C.O.[OH-].[Li+].Cl. (3) Given the product [CH2:1]([O:8][C:12]1[CH:13]=[C:14]([CH3:16])[CH:15]=[C:10]([CH3:9])[CH:11]=1)[CH2:2][CH2:3][CH2:4][CH2:5][CH2:6][CH3:7], predict the reactants needed to synthesize it. The reactants are: [CH2:1]([OH:8])[CH2:2][CH2:3][CH2:4][CH2:5][CH2:6][CH3:7].[CH3:9][C:10]1[CH:11]=[C:12](I)[CH:13]=[C:14]([CH3:16])[CH:15]=1.C([O-])([O-])=O.[Cs+].[Cs+].CCCCCCCCCCCC. (4) The reactants are: [CH3:1][C:2]([CH3:5])([O-])[CH3:3].[K+].[C:7]1([N:13]2[C:26]3[CH:25]=[CH:24][C:23]([CH:27]=O)=[CH:22][C:21]=3[S:20][C:19]3[C:14]2=[CH:15][CH:16]=[CH:17][CH:18]=3)[CH:12]=[CH:11][CH:10]=[CH:9][CH:8]=1.C(OP([CH2:37][C:38]1[CH:43]=[CH:42][C:41]([C:44]2[CH:49]=[CH:48][C:47]([CH2:50]P(OCC)(OCC)=O)=[CH:46][CH:45]=2)=[CH:40][CH:39]=1)(=O)OCC)C. Given the product [C:7]1([N:13]2[C:26]3[CH:25]=[CH:24][C:23]([CH:27]=[CH:50][C:47]4[CH:46]=[CH:45][C:44]([C:41]5[CH:40]=[CH:39][C:38]([CH:37]=[CH:1][C:2]6[CH:5]=[CH:25][C:26]7[N:13]([C:7]8[CH:12]=[CH:11][CH:10]=[CH:9][CH:8]=8)[C:14]8[C:19]([S:20][C:21]=7[CH:3]=6)=[CH:18][CH:17]=[CH:16][CH:15]=8)=[CH:43][CH:42]=5)=[CH:49][CH:48]=4)=[CH:22][C:21]=3[S:20][C:19]3[C:14]2=[CH:15][CH:16]=[CH:17][CH:18]=3)[CH:12]=[CH:11][CH:10]=[CH:9][CH:8]=1, predict the reactants needed to synthesize it. (5) Given the product [F:29][C:26]1[CH:25]=[CH:24][C:23]([CH2:22][NH:21][C:20]([C:8]2[C:9](=[O:19])[C:10]([O:11][CH2:12][C:13]3[CH:18]=[CH:17][CH:16]=[CH:15][CH:14]=3)=[C:5]3[C:3](=[O:2])[N:41]4[CH2:40][CH2:39][C@@H:35]5[CH2:36][CH2:37][CH2:38][N:34]5[C@@H:32]4[CH2:31][N:6]3[CH:7]=2)=[O:30])=[CH:28][CH:27]=1, predict the reactants needed to synthesize it. The reactants are: C[O:2][C:3]([C:5]1[N:6]([CH2:31][CH:32]=O)[CH:7]=[C:8]([C:20](=[O:30])[NH:21][CH2:22][C:23]2[CH:28]=[CH:27][C:26]([F:29])=[CH:25][CH:24]=2)[C:9](=[O:19])[C:10]=1[O:11][CH2:12][C:13]1[CH:18]=[CH:17][CH:16]=[CH:15][CH:14]=1)=O.[NH:34]1[CH2:38][CH2:37][CH2:36][C@H:35]1[CH2:39][CH2:40][NH2:41].C(O)(=O)C. (6) Given the product [F:36][CH:32]([F:37])[O:24][C:5]1[CH:4]=[C:3]([O:2][CH3:1])[C:12]2[N:11]=[N:10][C:9]3=[C:13]([CH3:23])[N:14]=[C:15]([C:16]4[CH:17]=[N:18][CH:19]=[CH:20][C:21]=4[CH3:22])[N:8]3[C:7]=2[CH:6]=1, predict the reactants needed to synthesize it. The reactants are: [CH3:1][O:2][C:3]1[C:12]2[N:11]=[N:10][C:9]3=[C:13]([CH3:23])[N:14]=[C:15]([C:16]4[CH:17]=[N:18][CH:19]=[CH:20][C:21]=4[CH3:22])[N:8]3[C:7]=2[CH:6]=[C:5]([OH:24])[CH:4]=1.C(=O)([O-])[O-].[Cs+].[Cs+].Cl[C:32]([F:37])([F:36])C([O-])=O.[Na+].CN(C=O)C. (7) Given the product [O:35]1[CH2:40][CH2:39][N:38]([C:41]2[C:46]([NH:47][C:55]3[C:64]4[C:59](=[CH:60][C:61]([F:66])=[CH:62][C:63]=4[F:65])[N:58]=[C:57]([C:67]4[CH:72]=[C:71]([CH:73]=[CH2:74])[CH:70]=[CH:69][N:68]=4)[C:56]=3[CH3:75])=[CH:45][C:44]([N:48]3[CH2:49][CH2:50][O:51][CH2:52][CH2:53]3)=[CH:43][N:42]=2)[CH2:37][CH2:36]1, predict the reactants needed to synthesize it. The reactants are: C1(P(C2CCCCC2)C2C=CC=CC=2C2C(C(C)C)=CC(C(C)C)=CC=2C(C)C)CCCCC1.[O:35]1[CH2:40][CH2:39][N:38]([C:41]2[C:46]([NH2:47])=[CH:45][C:44]([N:48]3[CH2:53][CH2:52][O:51][CH2:50][CH2:49]3)=[CH:43][N:42]=2)[CH2:37][CH2:36]1.Cl[C:55]1[C:64]2[C:59](=[CH:60][C:61]([F:66])=[CH:62][C:63]=2[F:65])[N:58]=[C:57]([C:67]2[CH:72]=[C:71]([CH:73]=[CH2:74])[CH:70]=[CH:69][N:68]=2)[C:56]=1[CH3:75].CC(C)([O-])C.[Na+].